Dataset: Catalyst prediction with 721,799 reactions and 888 catalyst types from USPTO. Task: Predict which catalyst facilitates the given reaction. (1) Reactant: [F:1][C:2]1[C:7]([F:8])=[CH:6][CH:5]=[CH:4][C:3]=1[CH2:9][S:10][C:11]1[N:16]=[C:15]([NH:17][S:18]([C:21]2[CH:26]=[CH:25][C:24](=[O:27])[N:23]([CH3:28])[CH:22]=2)(=[O:20])=[O:19])[CH:14]=[C:13]([O:29][C@H:30]([CH3:52])[CH2:31][O:32]C(C2C=CC=CC=2)(C2C=CC=CC=2)C2C=CC=CC=2)[N:12]=1.C1(C)C=CC(S(O)(=O)=O)=CC=1.C1(OC)C=CC=CC=1. Product: [F:1][C:2]1[C:7]([F:8])=[CH:6][CH:5]=[CH:4][C:3]=1[CH2:9][S:10][C:11]1[N:16]=[C:15]([NH:17][S:18]([C:21]2[CH:26]=[CH:25][C:24](=[O:27])[N:23]([CH3:28])[CH:22]=2)(=[O:19])=[O:20])[CH:14]=[C:13]([O:29][C@H:30]([CH3:52])[CH2:31][OH:32])[N:12]=1. The catalyst class is: 5. (2) Reactant: [OH:1][C@@H:2]([CH3:27])[CH2:3][NH:4][C:5](=O)[C:6]1[CH:11]=[C:10]([S:12](=[O:15])(=[O:14])[NH2:13])[CH:9]=[CH:8][C:7]=1[O:16][C:17]1[CH:22]=[CH:21][C:20]([S:23][CH3:24])=[C:19]([CH3:25])[CH:18]=1.Cl.C([O-])([O-])=O.[K+].[K+]. Product: [OH:1][C@@H:2]([CH3:27])[CH2:3][NH:4][CH2:5][C:6]1[CH:11]=[C:10]([S:12]([NH2:13])(=[O:15])=[O:14])[CH:9]=[CH:8][C:7]=1[O:16][C:17]1[CH:22]=[CH:21][C:20]([S:23][CH3:24])=[C:19]([CH3:25])[CH:18]=1. The catalyst class is: 20. (3) Reactant: [C:1]([C:5]1[CH:6]=[C:7]([NH2:17])[N:8]([C:10]2[CH:15]=[CH:14][C:13]([CH3:16])=[CH:12][CH:11]=2)[N:9]=1)([CH3:4])([CH3:3])[CH3:2].[Cl:18][C:19]1[CH:24]=[C:23]([O:25][C:26]2[CH:31]=[CH:30][C:29]([N:32]=[C:33]=[O:34])=[CH:28][CH:27]=2)[N:22]=[CH:21][N:20]=1. Product: [C:1]([C:5]1[CH:6]=[C:7]([NH:17][C:33]([NH:32][C:29]2[CH:28]=[CH:27][C:26]([O:25][C:23]3[CH:24]=[C:19]([Cl:18])[N:20]=[CH:21][N:22]=3)=[CH:31][CH:30]=2)=[O:34])[N:8]([C:10]2[CH:11]=[CH:12][C:13]([CH3:16])=[CH:14][CH:15]=2)[N:9]=1)([CH3:4])([CH3:3])[CH3:2]. The catalyst class is: 332. (4) Reactant: [F:1][C:2]1[CH:3]=[C:4]([C:11]([N:13]2[CH2:17][CH2:16][CH2:15][CH2:14]2)=[O:12])[CH:5]=[CH:6][C:7]=1[N+:8]([O-])=O. Product: [NH2:8][C:7]1[CH:6]=[CH:5][C:4]([C:11]([N:13]2[CH2:17][CH2:16][CH2:15][CH2:14]2)=[O:12])=[CH:3][C:2]=1[F:1]. The catalyst class is: 5. (5) Product: [OH:1][N:2]=[C:3]([C:26]1[CH:31]=[CH:30][N:29]=[C:28]([CH3:32])[CH:27]=1)[CH2:4][CH:5]([C:13]1[CH:18]=[CH:17][C:16]([CH2:19][CH2:20][CH2:21][CH2:22][C:23]([OH:25])=[O:24])=[CH:15][CH:14]=1)[C:6]1[CH:11]=[CH:10][CH:9]=[CH:8][C:7]=1[CH3:12]. The catalyst class is: 19. Reactant: [OH:1][N:2]=[C:3]([C:26]1[CH:31]=[CH:30][N:29]=[C:28]([CH3:32])[CH:27]=1)[CH2:4][CH:5]([C:13]1[CH:18]=[CH:17][C:16]([C:19]#[C:20][CH2:21][CH2:22][C:23]([OH:25])=[O:24])=[CH:15][CH:14]=1)[C:6]1[CH:11]=[CH:10][CH:9]=[CH:8][C:7]=1[CH3:12]. (6) Reactant: [Cl:1][C:2]1[CH:3]=[C:4]([NH:10][C:11](=[O:30])[C:12]([OH:29])([CH:23]2[CH2:28][CH2:27][CH2:26][CH2:25][CH2:24]2)[CH:13]([O:16]C2CCCCO2)[C:14]#[CH:15])[CH:5]=[CH:6][C:7]=1[C:8]#[N:9].Cl.C(=O)([O-])O.[Na+]. Product: [Cl:1][C:2]1[CH:3]=[C:4]([NH:10][C:11](=[O:30])[C:12]([OH:29])([CH:23]2[CH2:28][CH2:27][CH2:26][CH2:25][CH2:24]2)[CH:13]([OH:16])[C:14]#[CH:15])[CH:5]=[CH:6][C:7]=1[C:8]#[N:9]. The catalyst class is: 21.